This data is from Full USPTO retrosynthesis dataset with 1.9M reactions from patents (1976-2016). The task is: Predict the reactants needed to synthesize the given product. (1) Given the product [CH3:1][O:2][C:3]1[CH:8]=[CH:7][C:6]([C:9](=[O:10])[CH2:14][NH:15][C:16]([C:18]2[NH:19][C:20]3[C:25]([CH:26]=2)=[CH:24][C:23]([Cl:27])=[CH:22][CH:21]=3)=[O:17])=[CH:5][CH:4]=1, predict the reactants needed to synthesize it. The reactants are: [CH3:1][O:2][C:3]1[CH:8]=[CH:7][C:6]([C:9]2([CH2:14][NH:15][C:16]([C:18]3[NH:19][C:20]4[C:25]([CH:26]=3)=[CH:24][C:23]([Cl:27])=[CH:22][CH:21]=4)=[O:17])OCC[O:10]2)=[CH:5][CH:4]=1.Cl. (2) Given the product [Cl:1][C:2]1[CH:3]=[C:4]([C:8]2[CH:12]=[CH:11][N:10]([CH2:20][C:21]3[C:30]4[C:25](=[C:26]([F:31])[CH:27]=[CH:28][CH:29]=4)[NH:24][C:23](=[O:32])[CH:22]=3)[N:9]=2)[CH:5]=[CH:6][CH:7]=1, predict the reactants needed to synthesize it. The reactants are: [Cl:1][C:2]1[CH:3]=[C:4]([C:8]2[CH:12]=[CH:11][NH:10][N:9]=2)[CH:5]=[CH:6][CH:7]=1.CC([O-])(C)C.[Na+].Br[CH2:20][C:21]1[C:30]2[C:25](=[C:26]([F:31])[CH:27]=[CH:28][CH:29]=2)[NH:24][C:23](=[O:32])[CH:22]=1.O. (3) Given the product [F:45][C:44]([F:47])([F:46])[C:42]([OH:48])=[O:43].[NH2:12][C@@H:11]([C:20]1[N:21]([S:32]([C:35]2[CH:36]=[CH:37][C:38]([CH3:39])=[CH:40][CH:41]=2)(=[O:34])=[O:33])[CH:22]=[CH:23][C:24]=1[C:25]([OH:27])=[O:26])[CH2:10][CH2:9][O:8][CH2:1][C:2]1[CH:3]=[CH:4][CH:5]=[CH:6][CH:7]=1, predict the reactants needed to synthesize it. The reactants are: [CH2:1]([O:8][CH2:9][CH2:10][C@H:11]([C:20]1[N:21]([S:32]([C:35]2[CH:41]=[CH:40][C:38]([CH3:39])=[CH:37][CH:36]=2)(=[O:34])=[O:33])[CH:22]=[CH:23][C:24]=1[C:25]([O:27]C(C)(C)C)=[O:26])[NH:12]C(OC(C)(C)C)=O)[C:2]1[CH:7]=[CH:6][CH:5]=[CH:4][CH:3]=1.[C:42]([OH:48])([C:44]([F:47])([F:46])[F:45])=[O:43]. (4) Given the product [S:3]1[CH:4]=[CH:5][N:6]=[C:2]1[C:12]1[CH:13]=[CH:14][C:9]([CH:7]=[O:8])=[CH:10][CH:11]=1, predict the reactants needed to synthesize it. The reactants are: Br[C:2]1[S:3][CH:4]=[CH:5][N:6]=1.[CH:7]([C:9]1[CH:14]=[CH:13][C:12](B(O)O)=[CH:11][CH:10]=1)=[O:8].C([O-])([O-])=O.[K+].[K+]. (5) The reactants are: [C:1]([C:5]1[CH:6]=[C:7]([NH:11][C:12](=[O:25])[C:13]2[CH:18]=[CH:17][C:16]([N:19]3[CH2:24][CH2:23][NH:22][CH2:21][CH2:20]3)=[N:15][CH:14]=2)[CH:8]=[CH:9][CH:10]=1)([CH3:4])([CH3:3])[CH3:2].Br[C:27]1[CH:32]=[CH:31][C:30]([CH2:33][C:34]([OH:36])=[O:35])=[CH:29][CH:28]=1.C(C1C=C(NC(C2C=CC(N3CCN(C4C=CC(C(O)=O)=CC=4)CC3)=C(F)C=2)=O)C=CC=1)(C)(C)C. Given the product [C:1]([C:5]1[CH:6]=[C:7]([NH:11][C:12]([C:13]2[CH:18]=[CH:17][C:16]([N:19]3[CH2:24][CH2:23][N:22]([C:27]4[CH:32]=[CH:31][C:30]([CH2:33][C:34]([OH:36])=[O:35])=[CH:29][CH:28]=4)[CH2:21][CH2:20]3)=[N:15][CH:14]=2)=[O:25])[CH:8]=[CH:9][CH:10]=1)([CH3:4])([CH3:2])[CH3:3], predict the reactants needed to synthesize it. (6) Given the product [F:41][C:42]1[CH:43]=[C:44]([CH:61]=[CH:62][CH:63]=1)[CH2:45][N:46]1[CH:50]=[C:49]([C:16]2[C:10]3[C:11](=[N:12][CH:13]=[C:8]([C:6]4[CH:7]=[CH:2][C:3]([CH:28]5[CH2:29][CH2:30][N:31]([C:34]([O:36][C:37]([CH3:39])([CH3:40])[CH3:38])=[O:35])[CH2:32][CH2:33]5)=[CH:4][CH:5]=4)[CH:9]=3)[N:14]([S:18]([C:21]3[CH:27]=[CH:26][C:24]([CH3:25])=[CH:23][CH:22]=3)(=[O:20])=[O:19])[CH:15]=2)[C:48]([CH3:60])=[N:47]1, predict the reactants needed to synthesize it. The reactants are: F[C:2]1[CH:7]=[C:6]([C:8]2[CH:9]=[C:10]3[C:16](I)=[CH:15][N:14]([S:18]([C:21]4[CH:27]=[CH:26][C:24]([CH3:25])=[CH:23][CH:22]=4)(=[O:20])=[O:19])[C:11]3=[N:12][CH:13]=2)[CH:5]=[CH:4][C:3]=1[CH:28]1[CH2:33][CH2:32][N:31]([C:34]([O:36][C:37]([CH3:40])([CH3:39])[CH3:38])=[O:35])[CH2:30][CH2:29]1.[F:41][C:42]1[CH:43]=[C:44]([CH:61]=[CH:62][CH:63]=1)[CH2:45][N:46]1[CH:50]=[C:49](C2OC(C)(C)C(C)(C)O2)[C:48]([CH3:60])=[N:47]1.C(=O)([O-])[O-].[Na+].[Na+].